From a dataset of Forward reaction prediction with 1.9M reactions from USPTO patents (1976-2016). Predict the product of the given reaction. (1) Given the reactants [H-].[Na+].[CH2:3]([CH2:13]/[C:14](/[CH3:23])=[CH:15]/[CH2:16][CH2:17]/[C:18](/[CH3:22])=[CH:19]/[CH2:20][OH:21])/[CH:4]=[C:5](/[CH2:7][CH2:8][CH:9]=[C:10]([CH3:12])[CH3:11])\[CH3:6].[N:24]1[CH:29]=[CH:28][CH:27]=[C:26]([N:30]=[C:31]=[S:32])[CH:25]=1, predict the reaction product. The product is: [N:24]1[CH:29]=[CH:28][CH:27]=[C:26]([NH:30][C:31](=[S:32])[O:21][CH2:20]/[CH:19]=[C:18](\[CH3:22])/[CH2:17][CH2:16]/[CH:15]=[C:14](\[CH3:23])/[CH2:13][CH2:3]/[CH:4]=[C:5](\[CH3:6])/[CH2:7][CH2:8][CH:9]=[C:10]([CH3:12])[CH3:11])[CH:25]=1. (2) Given the reactants [CH2:1]([O:3][C:4]1[CH:14]=[C:13]([N+:15]([O-:17])=[O:16])[CH:12]=[CH:11][C:5]=1[C:6]([O:8]CC)=[O:7])[CH3:2].O, predict the reaction product. The product is: [CH2:1]([O:3][C:4]1[CH:14]=[C:13]([N+:15]([O-:17])=[O:16])[CH:12]=[CH:11][C:5]=1[C:6]([OH:8])=[O:7])[CH3:2]. (3) Given the reactants [OH:1][CH2:2][CH:3]([NH:13][CH:14]([CH:22]([CH3:24])[CH3:23])[C:15]([O:17][C:18]([CH3:21])([CH3:20])[CH3:19])=[O:16])[CH2:4][C:5]1[CH:10]=[CH:9][C:8]([O:11][CH3:12])=[CH:7][CH:6]=1.N1C=CC=CC=1.[S:31](Cl)(Cl)=[O:32], predict the reaction product. The product is: [CH3:12][O:11][C:8]1[CH:9]=[CH:10][C:5]([CH2:4][CH:3]2[CH2:2][O:1][S:31](=[O:32])[N:13]2[CH:14]([CH:22]([CH3:24])[CH3:23])[C:15]([O:17][C:18]([CH3:19])([CH3:21])[CH3:20])=[O:16])=[CH:6][CH:7]=1. (4) Given the reactants C([O-])([O-])=O.[Cs+].[Cs+].[Cl:7][C:8]1[C:23]([F:24])=[CH:22][C:11]([C:12]([NH:14][C:15]2[CH:20]=[CH:19][NH:18][C:17](=[O:21])[CH:16]=2)=[O:13])=[C:10](F)[CH:9]=1.[Cl:26][C:27]1[CH:32]=[C:31]([F:33])[CH:30]=[CH:29][C:28]=1[OH:34], predict the reaction product. The product is: [Cl:7][C:8]1[C:23]([F:24])=[CH:22][C:11]([C:12]([NH:14][C:15]2[CH:20]=[CH:19][NH:18][C:17](=[O:21])[CH:16]=2)=[O:13])=[C:10]([O:34][C:28]2[CH:29]=[CH:30][C:31]([F:33])=[CH:32][C:27]=2[Cl:26])[CH:9]=1. (5) Given the reactants [C:1]1([C:7]2[N:8]=[C:9]3[C:14](=[N:15][C:16]=2[C:17]2[CH:22]=[CH:21][CH:20]=[CH:19][CH:18]=2)[N:13]=[CH:12][N:11]=[C:10]3[NH2:23])[CH:6]=[CH:5][CH:4]=[CH:3][CH:2]=1.S(=O)(=O)(O)N.N[CH2:30][CH2:31][CH2:32][N:33]1[CH2:38][CH2:37][N:36]([CH3:39])[CH2:35][CH2:34]1, predict the reaction product. The product is: [C:1]1([C:7]2[N:8]=[C:9]3[C:14](=[N:15][C:16]=2[C:17]2[CH:18]=[CH:19][CH:20]=[CH:21][CH:22]=2)[N:13]=[CH:12][N:11]=[C:10]3[NH:23][CH2:30][CH2:31][CH2:32][N:33]2[CH2:38][CH2:37][N:36]([CH3:39])[CH2:35][CH2:34]2)[CH:2]=[CH:3][CH:4]=[CH:5][CH:6]=1.